The task is: Predict the reaction yield, written as a fraction of the theoretical maximum amount of product (1.0 means a 100% yield; for example, 0.34 means a 34% yield).. This data is from Reaction yield outcomes from USPTO patents with 853,638 reactions. (1) The reactants are [C:1]([C:4]1[CH:9]=[CH:8][N:7]=[CH:6][CH:5]=1)(=O)[CH3:2].C[N:11]([CH:13](OC)OC)C.O.[NH2:19]N. No catalyst specified. The product is [NH:11]1[CH:13]=[CH:2][C:1]([C:4]2[CH:9]=[CH:8][N:7]=[CH:6][CH:5]=2)=[N:19]1. The yield is 0.460. (2) The reactants are [C:1]([O:5][C:6]([N:8]1[CH2:13][CH2:12][CH2:11][C:10]([C:15]2[N:16]([CH3:31])[C:17]3[C:22]([N:23]=2)=[C:21]([N:24]2[CH2:29][CH2:28][O:27][CH2:26][CH2:25]2)[N:20]=[C:19](Cl)[N:18]=3)([OH:14])[CH2:9]1)=[O:7])([CH3:4])([CH3:3])[CH3:2].[CH2:32]([C:34]1[NH:35][C:36]2[CH:42]=[CH:41][CH:40]=[CH:39][C:37]=2[N:38]=1)[CH3:33].CC(C1C=C(C(C)C)C(C2C=CC=CC=2P(C2CCCCC2)C2CCCCC2)=C(C(C)C)C=1)C.[O-]P([O-])([O-])=O.[K+].[K+].[K+]. The catalyst is O1CCOCC1.C1C=CC(/C=C/C(/C=C/C2C=CC=CC=2)=O)=CC=1.C1C=CC(/C=C/C(/C=C/C2C=CC=CC=2)=O)=CC=1.C1C=CC(/C=C/C(/C=C/C2C=CC=CC=2)=O)=CC=1.[Pd].[Pd]. The product is [C:1]([O:5][C:6]([N:8]1[CH2:13][CH2:12][CH2:11][C:10]([C:15]2[N:16]([CH3:31])[C:17]3[C:22]([N:23]=2)=[C:21]([N:24]2[CH2:29][CH2:28][O:27][CH2:26][CH2:25]2)[N:20]=[C:19]([N:35]2[C:36]4[CH:42]=[CH:41][CH:40]=[CH:39][C:37]=4[N:38]=[C:34]2[CH2:32][CH3:33])[N:18]=3)([OH:14])[CH2:9]1)=[O:7])([CH3:4])([CH3:3])[CH3:2]. The yield is 0.850. (3) The reactants are CCOCC.Cl[C:7]1[N:12]=[C:11]([Cl:13])[C:10]([C:14]([F:17])([F:16])[F:15])=[CH:9][N:8]=1.[NH2:18][C:19]1[CH:33]=[CH:32][C:22]([CH2:23][P:24](=[O:31])([O:28][CH2:29][CH3:30])[O:25][CH2:26][CH3:27])=[CH:21][C:20]=1[O:34][CH3:35].C(N(CC)CC)C. The catalyst is ClCCCl.CC(O)(C)C.[Cl-].[Cl-].[Zn+2]. The product is [Cl:13][C:11]1[C:10]([C:14]([F:17])([F:16])[F:15])=[CH:9][N:8]=[C:7]([NH:18][C:19]2[CH:33]=[CH:32][C:22]([CH2:23][P:24](=[O:31])([O:28][CH2:29][CH3:30])[O:25][CH2:26][CH3:27])=[CH:21][C:20]=2[O:34][CH3:35])[N:12]=1. The yield is 0.700. (4) The catalyst is CC(O)C.C(OCC)(=O)C. The product is [Br:15][CH2:16][CH2:17][CH2:18][CH2:19][O:3][C:4]1[CH:13]=[C:12]2[C:7]([CH2:8][CH2:9][C:10](=[O:14])[NH:11]2)=[CH:6][CH:5]=1. The reactants are [OH-].[K+].[OH:3][C:4]1[CH:13]=[C:12]2[C:7]([CH2:8][CH2:9][C:10](=[O:14])[NH:11]2)=[CH:6][CH:5]=1.[Br:15][CH2:16][CH2:17][CH2:18][CH2:19]Br. The yield is 0.550. (5) The reactants are [C:1]1([CH2:7][NH2:8])[CH:6]=[CH:5][CH:4]=[CH:3][CH:2]=1.Cl[C:10]1[CH:19]=[CH:18][C:17]2[C:12](=[C:13]([C:20]3[NH:28][C:27]4[CH2:26][CH2:25][NH:24][C:23](=[O:29])[C:22]=4[CH:21]=3)[CH:14]=[CH:15][CH:16]=2)[N:11]=1.C(O)(C(F)(F)F)=O. The catalyst is CN(C=O)C.CS(C)=O. The product is [CH2:7]([NH:8][C:10]1[CH:19]=[CH:18][C:17]2[C:12](=[C:13]([C:20]3[NH:28][C:27]4[CH2:26][CH2:25][NH:24][C:23](=[O:29])[C:22]=4[CH:21]=3)[CH:14]=[CH:15][CH:16]=2)[N:11]=1)[C:1]1[CH:6]=[CH:5][CH:4]=[CH:3][CH:2]=1. The yield is 0.0900. (6) The reactants are [F:1][C:2]1[CH:3]=[C:4]2[C:9](=[CH:10][CH:11]=1)[N:8]=[C:7]([C:12]1[CH:17]=[CH:16][CH:15]=[C:14]([C:18]([F:21])([F:20])[F:19])[CH:13]=1)[C:6]([CH3:22])=[C:5]2[C:23]([OH:25])=[O:24].[C:26](Cl)(=O)C(Cl)=O.CO. The catalyst is CN(C=O)C.ClCCl. The product is [F:1][C:2]1[CH:3]=[C:4]2[C:9](=[CH:10][CH:11]=1)[N:8]=[C:7]([C:12]1[CH:17]=[CH:16][CH:15]=[C:14]([C:18]([F:21])([F:19])[F:20])[CH:13]=1)[C:6]([CH3:22])=[C:5]2[C:23]([O:25][CH3:26])=[O:24]. The yield is 0.820.